This data is from Catalyst prediction with 721,799 reactions and 888 catalyst types from USPTO. The task is: Predict which catalyst facilitates the given reaction. (1) Reactant: [CH3:1][O:2][CH2:3][CH2:4][NH:5][CH3:6].CC1C=CC(S(OCCOC[CH2:22][O:23][C:24]2[CH:29]=[CH:28][C:27]([CH2:30][N:31]3[C:40](=[O:41])[C:39]([C:42](=[O:64])[NH:43][C:44]4[CH:49]=[CH:48][C:47]([C:50]([F:53])([F:52])[F:51])=[CH:46][C:45]=4[C:54]4[CH:59]=[C:58]([C:60]([F:63])([F:62])[F:61])[N:57]=[CH:56][N:55]=4)=[C:38]([OH:65])[C:33]4([CH2:37][CH2:36][CH2:35][CH2:34]4)[N:32]3[CH3:66])=[C:26]([F:67])[C:25]=2[F:68])(=O)=O)=CC=1. The catalyst class is: 10. Product: [F:67][C:26]1[C:25]([F:68])=[C:24]([O:23][CH2:22][CH2:1][O:2][CH2:3][CH2:4][N:5]([CH2:4][CH2:3][O:2][CH3:1])[CH3:6])[CH:29]=[CH:28][C:27]=1[CH2:30][N:31]1[C:40](=[O:41])[C:39]([C:42]([NH:43][C:44]2[CH:49]=[CH:48][C:47]([C:50]([F:52])([F:53])[F:51])=[CH:46][C:45]=2[C:54]2[CH:59]=[C:58]([C:60]([F:61])([F:62])[F:63])[N:57]=[CH:56][N:55]=2)=[O:64])=[C:38]([OH:65])[C:33]2([CH2:34][CH2:35][CH2:36][CH2:37]2)[N:32]1[CH3:66]. (2) Reactant: [Br:1][C:2]1[CH:3]=[CH:4][C:5]2[C:9]([C:10]([O:12][CH2:13][CH3:14])=[O:11])=[C:8]([NH2:15])[S:7][C:6]=2[CH:16]=1.F[C:18]1[CH:23]=[C:22]([F:24])[CH:21]=[CH:20][C:19]=1[N+:25]([O-:27])=[O:26]. Product: [Br:1][C:2]1[CH:3]=[CH:4][C:5]2[C:9]([C:10]([O:12][CH2:13][CH3:14])=[O:11])=[C:8]([NH:15][C:18]3[CH:23]=[C:22]([F:24])[CH:21]=[CH:20][C:19]=3[N+:25]([O-:27])=[O:26])[S:7][C:6]=2[CH:16]=1. The catalyst class is: 16.